This data is from Full USPTO retrosynthesis dataset with 1.9M reactions from patents (1976-2016). The task is: Predict the reactants needed to synthesize the given product. (1) Given the product [CH2:1]([O:3][C:4](=[O:29])[CH2:5][CH2:6][CH2:7][O:8][C:9]1[CH:14]=[CH:13][CH:12]=[C:11]([CH2:15][CH2:16][CH2:17][CH2:18][CH2:19][CH2:20][O:40][C:33]2[CH:34]=[C:35]([N+:37]([O-:39])=[O:38])[CH:36]=[C:31]([I:30])[CH:32]=2)[C:10]=1[CH2:22][CH2:23][C:24]([O:26][CH2:27][CH3:28])=[O:25])[CH3:2], predict the reactants needed to synthesize it. The reactants are: [CH2:1]([O:3][C:4](=[O:29])[CH2:5][CH2:6][CH2:7][O:8][C:9]1[CH:14]=[CH:13][CH:12]=[C:11]([CH2:15][CH2:16][CH2:17][CH2:18][CH2:19][CH2:20]Br)[C:10]=1[CH2:22][CH2:23][C:24]([O:26][CH2:27][CH3:28])=[O:25])[CH3:2].[I:30][C:31]1[CH:32]=[C:33]([OH:40])[CH:34]=[C:35]([N+:37]([O-:39])=[O:38])[CH:36]=1. (2) Given the product [S:1]([O:5][O:6][S:1]([OH:4])(=[O:3])=[O:2])([OH:4])(=[O:3])=[O:2], predict the reactants needed to synthesize it. The reactants are: [S:1](=[O:4])(=[O:3])=[O:2].[OH:5][OH:6]. (3) The reactants are: C(OC(=O)[NH:7][CH2:8][CH2:9][CH2:10][CH2:11][C:12]1[CH:17]=[CH:16][C:15]([O:18][CH2:19][C:20](=[O:27])[NH:21][C:22]2[NH:23][CH:24]=[CH:25][N:26]=2)=[CH:14][CH:13]=1)(C)(C)C.[ClH:29]. Given the product [ClH:29].[ClH:29].[NH2:7][CH2:8][CH2:9][CH2:10][CH2:11][C:12]1[CH:17]=[CH:16][C:15]([O:18][CH2:19][C:20]([NH:21][C:22]2[NH:26][CH:25]=[CH:24][N:23]=2)=[O:27])=[CH:14][CH:13]=1, predict the reactants needed to synthesize it. (4) Given the product [CH3:22][C:23]1[CH:24]=[C:25]([C:30]2[S:34][C:33]([CH3:35])=[N:32][C:31]=2[C:36]([N:3]2[CH2:4][C@H:5]3[C@H:1]([CH2:8][CH2:7][CH2:6]3)[C@H:2]2[CH2:9][NH:10][C:11]([C:13]2[N:20]3[C:16]([S:17][CH:18]=[CH:19]3)=[N:15][C:14]=2[CH3:21])=[O:12])=[O:37])[CH:26]=[CH:27][C:28]=1[CH3:29], predict the reactants needed to synthesize it. The reactants are: [C@H:1]12[CH2:8][CH2:7][CH2:6][C@H:5]1[CH2:4][NH:3][C@@H:2]2[CH2:9][NH:10][C:11]([C:13]1[N:20]2[C:16]([S:17][CH:18]=[CH:19]2)=[N:15][C:14]=1[CH3:21])=[O:12].[CH3:22][C:23]1[CH:24]=[C:25]([C:30]2[S:34][C:33]([CH3:35])=[N:32][C:31]=2[C:36](O)=[O:37])[CH:26]=[CH:27][C:28]=1[CH3:29]. (5) Given the product [C:29]([O:28][C:27]([NH:26][C@H:10]1[C@H:11]([O:18][Si:19]([C:22]([CH3:25])([CH3:24])[CH3:23])([CH3:21])[CH3:20])[C@@H:12]([C:14]([F:17])([F:16])[F:15])[CH2:13][N:8]([C:7]2[CH:6]=[CH:5][N:4]=[CH:3][C:2]=2[NH:1][C:51]([C:43]2[C:44]3=[N:45][CH:46]=[CH:47][CH:48]=[C:49]3[O:50][C:42]=2[NH:41][C:39](=[O:40])[O:38][C:34]([CH3:36])([CH3:35])[CH3:37])=[O:52])[CH2:9]1)=[O:33])([CH3:32])([CH3:31])[CH3:30], predict the reactants needed to synthesize it. The reactants are: [NH2:1][C:2]1[CH:3]=[N:4][CH:5]=[CH:6][C:7]=1[N:8]1[CH2:13][C@H:12]([C:14]([F:17])([F:16])[F:15])[C@@H:11]([O:18][Si:19]([C:22]([CH3:25])([CH3:24])[CH3:23])([CH3:21])[CH3:20])[C@H:10]([NH:26][C:27](=[O:33])[O:28][C:29]([CH3:32])([CH3:31])[CH3:30])[CH2:9]1.[C:34]([O:38][C:39]([NH:41][C:42]1[O:50][C:49]2[C:44](=[N:45][CH:46]=[CH:47][CH:48]=2)[C:43]=1[C:51](O)=[O:52])=[O:40])([CH3:37])([CH3:36])[CH3:35].CCN(C(C)C)C(C)C.CN(C(ON1N=NC2C=CC=NC1=2)=[N+](C)C)C.F[P-](F)(F)(F)(F)F. (6) Given the product [F:50][C:47]([F:48])([F:49])[C:45]1[CH:44]=[C:18]([CH:17]=[C:16]([C:15]([F:14])([F:51])[F:52])[CH:46]=1)[CH2:19][N:20]([C:39]1[N:40]=[N:41][N:42]([CH3:1])[N:43]=1)[CH:21]1[CH2:27][CH2:26][CH2:25][N:24]([C:28]([O:30][CH:31]([CH3:33])[CH3:32])=[O:29])[C:23]2[CH:34]=[CH:35][C:36]([Br:38])=[CH:37][C:22]1=2, predict the reactants needed to synthesize it. The reactants are: [CH2:1](P(CCCC)CCCC)CCC.[F:14][C:15]([F:52])([F:51])[C:16]1[CH:17]=[C:18]([CH:44]=[C:45]([C:47]([F:50])([F:49])[F:48])[CH:46]=1)[CH2:19][N:20]([C:39]1[N:40]=[N:41][NH:42][N:43]=1)[CH:21]1[CH2:27][CH2:26][CH2:25][N:24]([C:28]([O:30][CH:31]([CH3:33])[CH3:32])=[O:29])[C:23]2[CH:34]=[CH:35][C:36]([Br:38])=[CH:37][C:22]1=2.CO. (7) Given the product [CH:1]1([C:4]2[N:8]([CH3:11])[CH:7]=[C:6]([I:9])[N:5]=2)[CH2:3][CH2:2]1, predict the reactants needed to synthesize it. The reactants are: [CH:1]1([C:4]2[NH:5][C:6]([I:9])=[CH:7][N:8]=2)[CH2:3][CH2:2]1.I[CH3:11]. (8) Given the product [C:16]([O:20][C:21]([NH:23][CH:24]1[CH2:29][CH2:28][CH2:27][N:26]([S:12]([C:10]2[C:11]3[C:2]([Br:1])=[CH:3][N:4]=[CH:5][C:6]=3[CH:7]=[CH:8][CH:9]=2)(=[O:14])=[O:13])[CH2:25]1)=[O:22])([CH3:19])([CH3:17])[CH3:18].[NH2:23][CH:24]1[CH2:29][CH2:28][CH2:27][N:26]([S:12]([C:10]2[C:11]3[C:2]([Br:1])=[CH:3][N:4]=[CH:5][C:6]=3[CH:7]=[CH:8][CH:9]=2)(=[O:14])=[O:13])[CH2:25]1.[ClH:15], predict the reactants needed to synthesize it. The reactants are: [Br:1][C:2]1[C:11]2[C:10]([S:12]([Cl:15])(=[O:14])=[O:13])=[CH:9][CH:8]=[CH:7][C:6]=2[CH:5]=[N:4][CH:3]=1.[C:16]([O:20][C:21]([NH:23][CH:24]1[CH2:29][CH2:28][CH2:27][NH:26][CH2:25]1)=[O:22])([CH3:19])([CH3:18])[CH3:17]. (9) Given the product [CH2:19]([CH:16]1[CH2:17][CH2:18][CH:13]([C:8]2[CH:7]=[CH:6][C:5]3[C:10](=[CH:11][CH:12]=[C:3]([OH:2])[CH:4]=3)[CH:9]=2)[CH2:14][CH2:15]1)[CH2:20][CH3:21], predict the reactants needed to synthesize it. The reactants are: C[O:2][C:3]1[CH:12]=[CH:11][C:10]2[C:5](=[CH:6][CH:7]=[C:8]([CH:13]3[CH2:18][CH2:17][CH:16]([CH2:19][CH2:20][CH3:21])[CH2:15][CH2:14]3)[CH:9]=2)[CH:4]=1.Cl.N1C=CC=CC=1.